This data is from TCR-epitope binding with 47,182 pairs between 192 epitopes and 23,139 TCRs. The task is: Binary Classification. Given a T-cell receptor sequence (or CDR3 region) and an epitope sequence, predict whether binding occurs between them. (1) The epitope is NLSALGIFST. The TCR CDR3 sequence is CASSLASNEQFF. Result: 1 (the TCR binds to the epitope). (2) The epitope is ELAGIGILTV. The TCR CDR3 sequence is CSVAGTRANVLTF. Result: 1 (the TCR binds to the epitope). (3) The TCR CDR3 sequence is CASSLALLTDTQYF. The epitope is KLWAQCVQL. Result: 0 (the TCR does not bind to the epitope). (4) The epitope is RQLLFVVEV. The TCR CDR3 sequence is CASSEAPWDRALSGGYTF. Result: 0 (the TCR does not bind to the epitope). (5) Result: 1 (the TCR binds to the epitope). The TCR CDR3 sequence is CASSQDRGGPGELFF. The epitope is RAKFKQLL. (6) The epitope is KLSYGIATV. The TCR CDR3 sequence is CASSSEKVDEQYF. Result: 0 (the TCR does not bind to the epitope). (7) The epitope is FLNGSCGSV. The TCR CDR3 sequence is CASSPLMDTDTQYF. Result: 0 (the TCR does not bind to the epitope). (8) The epitope is NLNESLIDL. The TCR CDR3 sequence is CASRGQGYEQYF. Result: 1 (the TCR binds to the epitope). (9) The TCR CDR3 sequence is CSVEWDPPRRGTEAFF. Result: 0 (the TCR does not bind to the epitope). The epitope is VLQAVGACV. (10) The epitope is LLDFVRFMGV. The TCR CDR3 sequence is CASSPWTGNLNTEAFF. Result: 0 (the TCR does not bind to the epitope).